Task: Predict which catalyst facilitates the given reaction.. Dataset: Catalyst prediction with 721,799 reactions and 888 catalyst types from USPTO (1) Product: [CH3:27][C:22]1([N:19]2[CH2:18][CH2:17][CH:16]([N:13]3[C:14]4[C:10](=[CH:9][CH:8]=[C:7]([CH3:6])[CH:15]=4)[CH2:11][C:12]3=[O:28])[CH2:21][CH2:20]2)[CH2:26][CH2:25][N:24]([C:1]([O:2][CH3:3])=[O:4])[CH2:23]1. Reactant: [C:1](Cl)(=[O:4])[O:2][CH3:3].[CH3:6][C:7]1[CH:15]=[C:14]2[C:10]([CH2:11][C:12](=[O:28])[N:13]2[CH:16]2[CH2:21][CH2:20][N:19]([C:22]3([CH3:27])[CH2:26][CH2:25][NH:24][CH2:23]3)[CH2:18][CH2:17]2)=[CH:9][CH:8]=1.C(N(CC)CC)C.O. The catalyst class is: 4. (2) Reactant: [CH2:1]([CH:3]1[N:12]2[C:7](=[CH:8][C:9](=[O:18])[C:10]([C:13]([O:15]CC)=[O:14])=[CH:11]2)[C:6]2[CH:19]=[C:20]([O:28][CH3:29])[C:21]([O:23][CH2:24][CH2:25][O:26][CH3:27])=[CH:22][C:5]=2[CH2:4]1)[CH3:2].O[Li].O. Product: [CH2:1]([CH:3]1[N:12]2[C:7](=[CH:8][C:9](=[O:18])[C:10]([C:13]([OH:15])=[O:14])=[CH:11]2)[C:6]2[CH:19]=[C:20]([O:28][CH3:29])[C:21]([O:23][CH2:24][CH2:25][O:26][CH3:27])=[CH:22][C:5]=2[CH2:4]1)[CH3:2]. The catalyst class is: 24. (3) Reactant: [CH3:1][NH:2][C:3]1[CH:4]=[N:5][CH:6]=[CH:7][C:8]=1[C:9]1[C:10]([O:15][CH2:16][C:17]([F:20])([F:19])[F:18])=[N:11][CH:12]=[CH:13][CH:14]=1.[CH3:21][S:22]([C:25]1[CH:26]=[C:27]([CH:31]=[C:32]([C:34]([F:37])([F:36])[F:35])[CH:33]=1)[C:28]([OH:30])=O)(=[O:24])=[O:23].[NH4+].[Cl-]. Product: [CH3:21][S:22]([C:25]1[CH:26]=[C:27]([CH:31]=[C:32]([C:34]([F:37])([F:36])[F:35])[CH:33]=1)[C:28]([N:2]([CH3:1])[C:3]1[CH:4]=[N:5][CH:6]=[CH:7][C:8]=1[C:9]1[C:10]([O:15][CH2:16][C:17]([F:20])([F:19])[F:18])=[N:11][CH:12]=[CH:13][CH:14]=1)=[O:30])(=[O:23])=[O:24]. The catalyst class is: 2. (4) Reactant: Br[C:2]1[CH:3]=[CH:4][C:5](/[CH:8]=[CH:9]/[CH3:10])=[N:6][CH:7]=1.CC1(C)C(C)(C)OB([C:19]2[CH2:24][CH2:23][N:22]([C:25]([O:27][C:28]([CH3:31])([CH3:30])[CH3:29])=[O:26])[CH2:21][CH:20]=2)O1.C([O-])(O)=O.[Na+].O. Product: [CH:8](/[C:5]1[N:6]=[CH:7][C:2]([C:19]2[CH2:24][CH2:23][N:22]([C:25]([O:27][C:28]([CH3:31])([CH3:30])[CH3:29])=[O:26])[CH2:21][CH:20]=2)=[CH:3][CH:4]=1)=[CH:9]\[CH3:10]. The catalyst class is: 12. (5) Reactant: [CH2:1]([O:8][C:9]1[CH:14]=[CH:13][C:12]([Br:15])=[CH:11][C:10]=1[C:16](=[O:18])[CH3:17])[C:2]1[CH:7]=[CH:6][CH:5]=[CH:4][CH:3]=1.[BH4-].[Na+]. Product: [CH2:1]([O:8][C:9]1[CH:14]=[CH:13][C:12]([Br:15])=[CH:11][C:10]=1[CH:16]([OH:18])[CH3:17])[C:2]1[CH:3]=[CH:4][CH:5]=[CH:6][CH:7]=1. The catalyst class is: 5. (6) Reactant: [CH3:1][S:2]([O:5][C:6]1[CH:11]=[CH:10][C:9]([CH2:12][CH2:13][CH2:14]CS([O-])(=O)=O)=[CH:8][CH:7]=1)(=[O:4])=[O:3].[CH2:20]([O:22][CH:23]([CH2:29][C:30]1[CH:35]=[CH:34][CH:33]=[C:32]([OH:36])[CH:31]=1)[C:24]([O:26][CH2:27][CH3:28])=[O:25])[CH3:21].C(=O)([O-])[O-].[K+].[K+]. Product: [CH2:20]([O:22][CH:23]([CH2:29][C:30]1[CH:35]=[CH:34][CH:33]=[C:32]([O:36][CH2:14][CH2:13][CH2:12][C:9]2[CH:8]=[CH:7][C:6]([O:5][S:2]([CH3:1])(=[O:3])=[O:4])=[CH:11][CH:10]=2)[CH:31]=1)[C:24]([O:26][CH2:27][CH3:28])=[O:25])[CH3:21]. The catalyst class is: 10. (7) Reactant: [Cl:1][C:2]1[CH:30]=[C:29]([N:31]2[CH2:35][CH2:34][CH2:33][CH2:32]2)[CH:28]=[CH:27][C:3]=1[C:4]([N:6]1[C:12]2[CH:13]=[CH:14][CH:15]=[CH:16][C:11]=2[CH2:10][N:9]([CH2:17][C:18]([NH:20][NH:21][C:22](=[O:25])[CH2:23][CH3:24])=O)[C:8](=[O:26])[CH2:7]1)=[O:5]. Product: [Cl:1][C:2]1[CH:30]=[C:29]([N:31]2[CH2:32][CH2:33][CH2:34][CH2:35]2)[CH:28]=[CH:27][C:3]=1[C:4]([N:6]1[C:12]2[CH:13]=[CH:14][CH:15]=[CH:16][C:11]=2[CH2:10][N:9]([CH2:17][C:18]2[O:25][C:22]([CH2:23][CH3:24])=[N:21][N:20]=2)[C:8](=[O:26])[CH2:7]1)=[O:5]. The catalyst class is: 286.